This data is from Full USPTO retrosynthesis dataset with 1.9M reactions from patents (1976-2016). The task is: Predict the reactants needed to synthesize the given product. (1) The reactants are: [Br:1][C:2]1[CH:7]=[CH:6][CH:5]=[CH:4][C:3]=1[S:8]([CH2:11][C:12]([NH2:14])=[O:13])(=[O:10])=[O:9].ClCC(N1[CH2:24][CH2:23][O:22][CH2:21][CH2:20]1)=O. Given the product [Br:1][C:2]1[CH:7]=[CH:6][CH:5]=[CH:4][C:3]=1[S:8]([CH2:11][C:12]([N:14]1[CH2:24][CH2:23][O:22][CH2:21][CH2:20]1)=[O:13])(=[O:10])=[O:9], predict the reactants needed to synthesize it. (2) The reactants are: [OH:1][CH:2]1[CH:8]([NH:9][C:10](=[O:15])[C:11]([F:14])([F:13])[F:12])[CH2:7][CH2:6][N:5](C(OCC2C=CC=CC=2)=O)[CH2:4][CH2:3]1. Given the product [OH:1][CH:2]1[CH:8]([NH:9][C:10](=[O:15])[C:11]([F:12])([F:13])[F:14])[CH2:7][CH2:6][NH:5][CH2:4][CH2:3]1, predict the reactants needed to synthesize it. (3) Given the product [CH2:25]([C:2]1[N:6]2[N:7]=[C:8]([NH:11][CH2:12][C@@H:13]3[CH2:17][CH2:16][CH2:15][N:14]3[C:18]([O:20][C:21]([CH3:24])([CH3:23])[CH3:22])=[O:19])[CH:9]=[CH:10][C:5]2=[N:4][CH:3]=1)[CH3:26], predict the reactants needed to synthesize it. The reactants are: Br[C:2]1[N:6]2[N:7]=[C:8]([NH:11][CH2:12][C@@H:13]3[CH2:17][CH2:16][CH2:15][N:14]3[C:18]([O:20][C:21]([CH3:24])([CH3:23])[CH3:22])=[O:19])[CH:9]=[CH:10][C:5]2=[N:4][CH:3]=1.[CH2:25]([Zn]CC)[CH3:26].CC(C[AlH]CC(C)C)C. (4) Given the product [NH2:24][C:23]1[CH:22]=[C:12]([CH:11]=[C:10]([CH3:27])[C:9]=1[N:8]([C:28]([O:30][C:31]([CH3:34])([CH3:33])[CH3:32])=[O:29])[C:6]([O:5][C:1]([CH3:4])([CH3:2])[CH3:3])=[O:7])[O:13][CH2:14][CH2:15][CH2:16][C:17]([O:19][CH2:20][CH3:21])=[O:18], predict the reactants needed to synthesize it. The reactants are: [C:1]([O:5][C:6]([N:8]([C:28]([O:30][C:31]([CH3:34])([CH3:33])[CH3:32])=[O:29])[C:9]1[C:23]([N+:24]([O-])=O)=[CH:22][C:12]([O:13][CH2:14][CH2:15][CH2:16][C:17]([O:19][CH2:20][CH3:21])=[O:18])=[CH:11][C:10]=1[CH3:27])=[O:7])([CH3:4])([CH3:3])[CH3:2].[H][H]. (5) Given the product [NH2:1][C:2]1[C:11]([C:12]([NH2:14])=[O:13])=[C:10]([NH:17][C:18]2[CH:19]=[C:20]([CH:26]=[CH:27][CH:28]=2)[C:21]([O:23][CH2:24][CH3:25])=[O:22])[C:9]2[C:4](=[CH:5][C:6]([Br:16])=[CH:7][CH:8]=2)[N:3]=1, predict the reactants needed to synthesize it. The reactants are: [NH2:1][C:2]1[C:11]([C:12]([NH2:14])=[O:13])=[C:10](Cl)[C:9]2[C:4](=[CH:5][C:6]([Br:16])=[CH:7][CH:8]=2)[N:3]=1.[NH2:17][C:18]1[CH:19]=[C:20]([CH:26]=[CH:27][CH:28]=1)[C:21]([O:23][CH2:24][CH3:25])=[O:22].C(O)(=O)C.